Dataset: Forward reaction prediction with 1.9M reactions from USPTO patents (1976-2016). Task: Predict the product of the given reaction. (1) The product is: [C:18]1([C:24]2[N:25]=[CH:26][N:27]([C:2]3[CH:17]=[CH:16][N:5]4[C:6](=[O:15])[C:7]5[CH2:14][CH2:13][CH2:12][CH2:11][CH2:10][C:8]=5[N:9]=[C:4]4[CH:3]=3)[CH:28]=2)[CH:19]=[CH:20][CH:21]=[CH:22][CH:23]=1. Given the reactants Br[C:2]1[CH:17]=[CH:16][N:5]2[C:6](=[O:15])[C:7]3[CH2:14][CH2:13][CH2:12][CH2:11][CH2:10][C:8]=3[N:9]=[C:4]2[CH:3]=1.[C:18]1([C:24]2[N:25]=[CH:26][NH:27][CH:28]=2)[CH:23]=[CH:22][CH:21]=[CH:20][CH:19]=1.C([O-])([O-])=O.[Cs+].[Cs+], predict the reaction product. (2) Given the reactants [N+:1]([C:4]1[CH:5]=[C:6]([C:12]#[N:13])[C:7](=[CH:10][CH:11]=1)[C:8]#[N:9])([O-])=O, predict the reaction product. The product is: [NH2:1][C:4]1[CH:5]=[C:6]([C:12]#[N:13])[C:7](=[CH:10][CH:11]=1)[C:8]#[N:9].